This data is from Forward reaction prediction with 1.9M reactions from USPTO patents (1976-2016). The task is: Predict the product of the given reaction. The product is: [ClH:29].[C:1]([NH:5][C:6](=[O:23])[C:7]1[CH:8]=[CH:9][C:10]([C:13]2[C:14]3[N:15]([CH:19]=[N:20][CH:21]=3)[CH2:16][CH2:17][CH:18]=2)=[CH:11][CH:12]=1)([CH3:4])([CH3:2])[CH3:3]. Given the reactants [C:1]([NH:5][C:6](=[O:23])[C:7]1[CH:12]=[CH:11][C:10]([C:13]2(O)[CH2:18][CH2:17][CH2:16][N:15]3[CH:19]=[N:20][CH:21]=[C:14]23)=[CH:9][CH:8]=1)([CH3:4])([CH3:3])[CH3:2].C(=O)(O)[O-].[Na+].[ClH:29], predict the reaction product.